This data is from Forward reaction prediction with 1.9M reactions from USPTO patents (1976-2016). The task is: Predict the product of the given reaction. (1) Given the reactants F[C:2]1[CH:9]=[CH:8][C:5]([C:6]#[N:7])=[CH:4][CH:3]=1.[F:10][C:11]([F:21])([F:20])[O:12][C:13]1[CH:14]=[C:15]([OH:19])[CH:16]=[CH:17][CH:18]=1.C(=O)([O-])[O-].[Cs+].[Cs+].Cl, predict the reaction product. The product is: [F:10][C:11]([F:20])([F:21])[O:12][C:13]1[CH:14]=[C:15]([CH:16]=[CH:17][CH:18]=1)[O:19][C:2]1[CH:9]=[CH:8][C:5]([C:6]#[N:7])=[CH:4][CH:3]=1. (2) The product is: [Cl:36][C:30]1[CH:31]=[C:32]([CH2:34][N:3]([CH3:4])[CH3:2])[CH:33]=[C:13]([Cl:12])[C:14]=1[C:15]([NH:17][C:18]1[CH:23]=[CH:22][N:21]=[C:20]([NH:24][C:25]([CH:27]2[CH2:29][CH2:28]2)=[O:26])[CH:19]=1)=[O:16]. Given the reactants C[CH2:2][N:3](CC)[CH2:4]C.N(C)C.Cl.[Cl:12][C:13]1[CH:33]=[C:32]([CH:34]=O)[CH:31]=[C:30]([Cl:36])[C:14]=1[C:15]([NH:17][C:18]1[CH:23]=[CH:22][N:21]=[C:20]([NH:24][C:25]([CH:27]2[CH2:29][CH2:28]2)=[O:26])[CH:19]=1)=[O:16].[BH4-].[Na+], predict the reaction product.